This data is from Full USPTO retrosynthesis dataset with 1.9M reactions from patents (1976-2016). The task is: Predict the reactants needed to synthesize the given product. Given the product [C:1]([N:8]1[CH2:11][CH:10]([CH2:12][O:13][C:23]2[CH:24]=[C:25]([C:27]([F:29])([F:30])[F:28])[CH:26]=[C:21]([N+:18]([O-:20])=[O:19])[CH:22]=2)[CH2:9]1)([O:3][C:4]([CH3:7])([CH3:6])[CH3:5])=[O:2], predict the reactants needed to synthesize it. The reactants are: [C:1]([N:8]1[CH2:11][CH:10]([CH2:12][O:13]S(C)(=O)=O)[CH2:9]1)([O:3][C:4]([CH3:7])([CH3:6])[CH3:5])=[O:2].[N+:18]([C:21]1[CH:22]=[C:23](O)[CH:24]=[C:25]([C:27]([F:30])([F:29])[F:28])[CH:26]=1)([O-:20])=[O:19].C([O-])([O-])=O.[K+].[K+].